From a dataset of Full USPTO retrosynthesis dataset with 1.9M reactions from patents (1976-2016). Predict the reactants needed to synthesize the given product. (1) Given the product [Cl:1][C:2]1[CH:7]=[CH:6][CH:5]=[C:4]([Cl:8])[C:3]=1[N:9]1[C:18]2[C:13](=[C:14]([C:20]3[CH:25]=[CH:24][CH:23]=[CH:22][C:21]=3[Cl:26])[CH:15]=[C:16]([O:19][CH2:36][CH:35]=[CH2:34])[CH:17]=2)[CH2:12][NH:11][C:10]1=[O:27], predict the reactants needed to synthesize it. The reactants are: [Cl:1][C:2]1[CH:7]=[CH:6][CH:5]=[C:4]([Cl:8])[C:3]=1[N:9]1[C:18]2[C:13](=[C:14]([C:20]3[CH:25]=[CH:24][CH:23]=[CH:22][C:21]=3[Cl:26])[CH:15]=[C:16]([OH:19])[CH:17]=2)[CH2:12][NH:11][C:10]1=[O:27].C(=O)([O-])[O-].[K+].[K+].[CH2:34](Cl)[CH:35]=[CH2:36].[I-].[Na+]. (2) Given the product [C:10]([O:14][C:15](=[O:32])[NH:16][C@@H:17]([CH:26]1[CH2:31][CH2:30][CH2:29][CH2:28][CH2:27]1)[C:18]([N:20]1[CH2:24][CH2:23][CH:22]([F:7])[CH2:21]1)=[O:19])([CH3:13])([CH3:12])[CH3:11], predict the reactants needed to synthesize it. The reactants are: C(N(S(F)(F)[F:7])CC)C.[C:10]([O:14][C:15](=[O:32])[NH:16][C@@H:17]([CH:26]1[CH2:31][CH2:30][CH2:29][CH2:28][CH2:27]1)[C:18]([N:20]1[CH2:24][CH2:23][CH:22](O)[CH2:21]1)=[O:19])([CH3:13])([CH3:12])[CH3:11]. (3) Given the product [Cl:25][C:19]1[CH:20]=[C:21]([F:24])[CH:22]=[CH:23][C:18]=1[O:17][C:11]1[CH:10]=[C:9]2[C:14]([C:15]([OH:16])=[C:6]([C:4]([NH:27][CH2:26][CH2:8][CH2:9][CH2:10][C:11]([OH:17])=[O:29])=[O:5])[N:7]=[C:8]2[C:26]#[N:27])=[CH:13][CH:12]=1, predict the reactants needed to synthesize it. The reactants are: C(O[C:4]([C:6]1[N:7]=[C:8]([C:26]#[N:27])[C:9]2[C:14]([C:15]=1[OH:16])=[CH:13][CH:12]=[C:11]([O:17][C:18]1[CH:23]=[CH:22][C:21]([F:24])=[CH:20][C:19]=1[Cl:25])[CH:10]=2)=[O:5])C.Cl.[OH2:29]. (4) Given the product [C:1]([NH:4][C:5]1[CH:6]=[C:7]2[C:12](=[CH:13][CH:14]=1)[N:11]=[CH:10][CH:9]=[C:8]2[S:15][C:16]1([C:20]([OH:22])=[O:21])[CH2:19][CH2:18][CH2:17]1)(=[O:3])[CH3:2], predict the reactants needed to synthesize it. The reactants are: [C:1]([NH:4][C:5]1[CH:6]=[C:7]2[C:12](=[CH:13][CH:14]=1)[N:11]=[CH:10][CH:9]=[C:8]2[S:15][C:16]1([C:20]([O:22]CC)=[O:21])[CH2:19][CH2:18][CH2:17]1)(=[O:3])[CH3:2].O.[OH-].[Li+].Cl.ClCCl. (5) Given the product [Br:1][C:2]1[CH:3]=[C:4]([CH:8]=[C:9]([I:11])[CH:10]=1)[C:5]([N:14]([CH3:15])[CH3:13])=[O:6], predict the reactants needed to synthesize it. The reactants are: [Br:1][C:2]1[CH:3]=[C:4]([CH:8]=[C:9]([I:11])[CH:10]=1)[C:5](O)=[O:6].Cl.[CH3:13][NH:14][CH3:15].CCN(C(C)C)C(C)C.